Dataset: Forward reaction prediction with 1.9M reactions from USPTO patents (1976-2016). Task: Predict the product of the given reaction. (1) Given the reactants [C:1]([O:5][C:6](=[O:14])[NH:7][C@H:8]1[CH2:13][CH2:12][CH2:11][NH:10][CH2:9]1)([CH3:4])([CH3:3])[CH3:2].Br[CH2:16][CH2:17][CH2:18][C:19]1[CH:24]=[CH:23][CH:22]=[C:21]([O:25][CH3:26])[CH:20]=1.[C:27](=[O:30])([O-])[O-].[K+].[K+].[I-].[Na+], predict the reaction product. The product is: [OH-:5].[C:1]([O:5][C:6]([NH:7][C@H:8]1[CH2:13][CH2:12][CH2:11][N+:10]([CH2:16][CH2:17][CH2:18][C:19]2[CH:24]=[CH:23][CH:22]=[C:21]([O:30][CH3:27])[CH:20]=2)([CH2:16][CH2:17][CH2:18][C:19]2[CH:24]=[CH:23][CH:22]=[C:21]([O:25][CH3:26])[CH:20]=2)[CH2:9]1)=[O:14])([CH3:4])([CH3:2])[CH3:3]. (2) Given the reactants [F:1][C:2]1[CH:7]=[CH:6][C:5]([SH:8])=[CH:4][CH:3]=1.Cl[C:10]1[CH:15]=[CH:14][C:13]([N+:16]([O-:18])=[O:17])=[CH:12][CH:11]=1.C(=O)([O-])[O-].[K+].[K+], predict the reaction product. The product is: [F:1][C:2]1[CH:7]=[CH:6][C:5]([S:8][C:10]2[CH:15]=[CH:14][C:13]([N+:16]([O-:18])=[O:17])=[CH:12][CH:11]=2)=[CH:4][CH:3]=1. (3) Given the reactants [Cl:1][C:2]1[N:7]=[C:6]([C:8]2[S:12][C:11]([N:13]3[CH2:18][CH2:17][O:16][CH2:15][CH2:14]3)=[N:10][C:9]=2[C:19]2[C:20]([F:32])=[C:21]([NH:25]C(=O)OCC=C)[CH:22]=[CH:23][CH:24]=2)[CH:5]=[CH:4][N:3]=1.CC(O)=O.C([SnH](CCCC)CCCC)CCC, predict the reaction product. The product is: [Cl:1][C:2]1[N:7]=[C:6]([C:8]2[S:12][C:11]([N:13]3[CH2:14][CH2:15][O:16][CH2:17][CH2:18]3)=[N:10][C:9]=2[C:19]2[C:20]([F:32])=[C:21]([CH:22]=[CH:23][CH:24]=2)[NH2:25])[CH:5]=[CH:4][N:3]=1. (4) Given the reactants [F:1][C:2]1[CH:7]=[C:6]([CH3:8])[C:5](F)=[CH:4][C:3]=1[CH2:10][OH:11].[Cl:12]C1C=CC(F)=CC=1C, predict the reaction product. The product is: [Cl:12][C:5]1[C:6]([CH3:8])=[CH:7][C:2]([F:1])=[C:3]([CH2:10][OH:11])[CH:4]=1. (5) Given the reactants [Cl:1][C:2]1[C:7]([NH:8][CH2:9][C@H:10]2[CH2:15][CH2:14][C@H:13]([CH3:16])[CH2:12][CH2:11]2)=[C:6]([NH:17]C(=O)OC(C)(C)C)[CH:5]=[C:4]([Cl:25])[N:3]=1, predict the reaction product. The product is: [Cl:1][C:2]1[C:7]([NH:8][CH2:9][C@H:10]2[CH2:11][CH2:12][C@H:13]([CH3:16])[CH2:14][CH2:15]2)=[C:6]([NH2:17])[CH:5]=[C:4]([Cl:25])[N:3]=1.